The task is: Predict the product of the given reaction.. This data is from Forward reaction prediction with 1.9M reactions from USPTO patents (1976-2016). (1) Given the reactants [CH3:1][O:2][C:3]1[CH:4]=[C:5]2[C:10](=[CH:11][C:12]=1[O:13][CH3:14])[N:9]=[CH:8][CH:7]=[C:6]2[O:15][C:16]1[CH:21]=[C:20]([CH3:22])[C:19]([CH3:23])=[CH:18][C:17]=1[C:24](=O)[CH3:25].Cl.[NH2:28][OH:29].C(N(CC)CC)C, predict the reaction product. The product is: [CH3:1][O:2][C:3]1[CH:4]=[C:5]2[C:10](=[CH:11][C:12]=1[O:13][CH3:14])[N:9]=[CH:8][CH:7]=[C:6]2[O:15][C:16]1[CH:21]=[C:20]([CH3:22])[C:19]([CH3:23])=[CH:18][C:17]=1[C:24](=[N:28][OH:29])[CH3:25]. (2) The product is: [CH2:10]([C:7]1[CH:8]=[CH:9][C:4]([C:3]2[CH:30]=[C:29]([C:27]3[CH:28]=[C:24]([CH2:23][OH:22])[S:25][CH:26]=3)[O:1][N:2]=2)=[CH:5][CH:6]=1)[CH:11]([CH3:13])[CH3:12]. Given the reactants [OH:1][N:2]=[C:3](Cl)[C:4]1[CH:9]=[CH:8][C:7]([CH2:10][CH:11]([CH3:13])[CH3:12])=[CH:6][CH:5]=1.C([Si]([O:22][CH2:23][C:24]1[S:25][CH:26]=[C:27]([C:29]#[CH:30])[CH:28]=1)(C)C)(C)(C)C.C(N(CC)CC)C.[F-].C([N+](CCCC)(CCCC)CCCC)CCC, predict the reaction product. (3) Given the reactants Cl[C:2]1[N:11]=[C:10]([NH:12][CH2:13][C@@H:14]2[O:19][CH2:18][CH2:17][N:16]([C:20]([O:22][C:23]([CH3:26])([CH3:25])[CH3:24])=[O:21])[CH2:15]2)[C:9]2[C:4](=[N:5][CH:6]=[CH:7][N:8]=2)[CH:3]=1.Cl.CC1(C)C(C)(C)OB([C:36]2[CH:41]=[CH:40][C:39]([N:42]3[CH2:47][CH2:46][NH:45][CH2:44][CH2:43]3)=[CH:38][CH:37]=2)O1.C([O-])([O-])=O.[Cs+].[Cs+], predict the reaction product. The product is: [N:42]1([C:39]2[CH:40]=[CH:41][C:36]([C:2]3[N:11]=[C:10]([NH:12][CH2:13][C@@H:14]4[O:19][CH2:18][CH2:17][N:16]([C:20]([O:22][C:23]([CH3:26])([CH3:25])[CH3:24])=[O:21])[CH2:15]4)[C:9]4[C:4](=[N:5][CH:6]=[CH:7][N:8]=4)[CH:3]=3)=[CH:37][CH:38]=2)[CH2:47][CH2:46][NH:45][CH2:44][CH2:43]1. (4) The product is: [CH2:35]([C:13]1([CH2:14][C:5]2[CH:6]=[CH:7][CH:8]=[CH:3][CH:4]=2)[CH2:20][CH2:21][CH:16]([CH2:15][CH:13]2[CH2:14][C:5]3[C:6](=[CH:7][C:8]([O:9][CH3:10])=[C:3]([O:2][CH3:1])[CH:4]=3)[C:11]2=[O:12])[CH2:17][CH2:18]1)[C:36]1[CH:41]=[CH:40][CH:39]=[CH:38][CH:37]=1. Given the reactants [CH3:1][O:2][C:3]1[CH:4]=[C:5]2[CH2:14][CH:13]([CH2:15][CH:16]3[CH2:21][CH2:20]N(CC4C=CC=CC=4)[CH2:18][CH2:17]3)[C:11](=[O:12])[C:6]2=[CH:7][C:8]=1[O:9][CH3:10].C(=O)([O-])[O-].[Na+].[Na+].[CH2:35](Br)[C:36]1[CH:41]=[CH:40][CH:39]=[CH:38][CH:37]=1, predict the reaction product. (5) The product is: [CH3:22][O:21][C:19]([C:17]1[C:18]2[C:7](=[O:9])[CH:6]=[C:5]([C:4]([O:3][CH2:1][CH3:2])=[O:24])[NH:12][C:13]=2[C:14]([F:23])=[CH:15][CH:16]=1)=[O:20]. Given the reactants [CH2:1]([O:3][C:4](=[O:24])[C:5]([NH:12][C:13]1[CH:18]=[C:17]([C:19]([O:21][CH3:22])=[O:20])[CH:16]=[CH:15][C:14]=1[F:23])=[CH:6][C:7]([O:9]CC)=O)[CH3:2], predict the reaction product. (6) Given the reactants C([O:3][C:4]([C:6]1[CH:7]=[C:8]2[C:13](=[CH:14][CH:15]=1)[N:12]=[CH:11][C:10]([C:16]#[N:17])=[C:9]2[CH2:18][CH2:19][CH2:20][CH3:21])=O)C.[BH4-].[Li+], predict the reaction product. The product is: [OH:3][CH2:4][C:6]1[CH:7]=[C:8]2[C:13](=[CH:14][CH:15]=1)[NH:12][CH:11]=[C:10]([C:16]#[N:17])[CH:9]2[CH2:18][CH2:19][CH2:20][CH3:21]. (7) Given the reactants Cl.[NH2:2][C:3]1[N:4]=[CH:5][C:6]([C:20]2[CH:25]=[CH:24][C:23]([S:26]([NH:29][C@@H:30]3[CH2:32][C@H:31]3[CH3:33])(=[O:28])=[O:27])=[CH:22][CH:21]=2)=[N:7][C:8]=1[C:9]1[CH:10]=[C:11]2[C:16](=[CH:17][CH:18]=1)[C:15](=[O:19])[NH:14][CH2:13][CH2:12]2.[C:34](=O)([O-])[O-].[Cs+].[Cs+].CI, predict the reaction product. The product is: [NH2:2][C:3]1[N:4]=[CH:5][C:6]([C:20]2[CH:21]=[CH:22][C:23]([S:26]([N:29]([CH3:34])[C@@H:30]3[CH2:32][C@H:31]3[CH3:33])(=[O:27])=[O:28])=[CH:24][CH:25]=2)=[N:7][C:8]=1[C:9]1[CH:10]=[C:11]2[C:16](=[CH:17][CH:18]=1)[C:15](=[O:19])[NH:14][CH2:13][CH2:12]2. (8) Given the reactants [CH3:1][O:2][C:3]1[CH:4]=[C:5]([CH:7]=[CH:8][C:9]=1[C:10]1[O:14][CH:13]=[N:12][CH:11]=1)[NH2:6].[OH:15][CH:16]1[CH2:21][CH2:20][N:19]([C:22]2[S:26][C:25](C=O)=[CH:24][CH:23]=2)[CH2:18][CH2:17]1, predict the reaction product. The product is: [OH:15][CH:16]1[CH2:17][CH2:18][N:19]([C:22]2[S:26][C:25]([NH:6][C:5]3[CH:7]=[CH:8][C:9]([C:10]4[O:14][CH:13]=[N:12][CH:11]=4)=[C:3]([O:2][CH3:1])[CH:4]=3)=[CH:24][CH:23]=2)[CH2:20][CH2:21]1. (9) Given the reactants BrC1C=C(Cl)C=CC=1CO.FC1C=CC(C=C)=CC=1.[Cl:20][C:21]1[CH:26]=[CH:25][C:24]([CH2:27][O:28]C2N(C3C=C(C#N)C=CN=3)N=CC=2)=[C:23](/[CH:42]=[CH:43]/[C:44]2[CH:49]=[CH:48][C:47]([F:50])=[CH:46][CH:45]=2)[CH:22]=1, predict the reaction product. The product is: [Cl:20][C:21]1[CH:26]=[CH:25][C:24]([CH2:27][OH:28])=[C:23](/[CH:42]=[CH:43]/[C:44]2[CH:45]=[CH:46][C:47]([F:50])=[CH:48][CH:49]=2)[CH:22]=1.